Dataset: Forward reaction prediction with 1.9M reactions from USPTO patents (1976-2016). Task: Predict the product of the given reaction. (1) Given the reactants [NH2:1][CH2:2][C:3]1[CH:4]=[C:5]([C:9]2[N:10]([CH3:21])[C:11]3[C:16]([C:17]=2[C:18]#[N:19])=[CH:15][CH:14]=[C:13]([Cl:20])[CH:12]=3)[CH:6]=[N:7][CH:8]=1.[CH2:22]([N:24]=[C:25]=[O:26])[CH3:23], predict the reaction product. The product is: [NH4+:1].[OH-:26].[Cl:20][C:13]1[CH:12]=[C:11]2[C:16]([C:17]([C:18]#[N:19])=[C:9]([C:5]3[CH:4]=[C:3]([CH2:2][NH:1][C:25]([NH:24][CH2:22][CH3:23])=[O:26])[CH:8]=[N:7][CH:6]=3)[N:10]2[CH3:21])=[CH:15][CH:14]=1. (2) Given the reactants [N:1]1[CH:6]=[CH:5][C:4]([CH2:7][O:8][C:9]2[CH:15]=[CH:14][C:12]([NH2:13])=[CH:11][CH:10]=2)=[CH:3][CH:2]=1.[C:16](=O)([O:18]C1C=CC=CC=1)N.[CH3:26][O:27][C:28]1[CH:29]=[C:30]2[C:34](=[CH:35][C:36]=1[C:37]([F:40])([F:39])[F:38])[NH:33][CH2:32][CH2:31]2, predict the reaction product. The product is: [CH3:26][O:27][C:28]1[CH:29]=[C:30]2[C:34](=[CH:35][C:36]=1[C:37]([F:40])([F:38])[F:39])[N:33]([C:16](=[O:18])[NH:13][C:12]1[CH:14]=[CH:15][C:9]([O:8][CH2:7][C:4]3[CH:3]=[CH:2][N:1]=[CH:6][CH:5]=3)=[CH:10][CH:11]=1)[CH2:32][CH2:31]2.